This data is from CYP2C9 inhibition data for predicting drug metabolism from PubChem BioAssay. The task is: Regression/Classification. Given a drug SMILES string, predict its absorption, distribution, metabolism, or excretion properties. Task type varies by dataset: regression for continuous measurements (e.g., permeability, clearance, half-life) or binary classification for categorical outcomes (e.g., BBB penetration, CYP inhibition). Dataset: cyp2c9_veith. (1) The compound is CCn1cnc2sc(C(=O)N3CCN(c4ccc(OC)cc4)CC3)c(C)c2c1=O. The result is 1 (inhibitor). (2) The compound is O=C(NCc1ccccc1)c1onc(CSc2ccc(F)cc2)c1C(=O)NCCCN1CCOCC1. The result is 1 (inhibitor). (3) The drug is CCOC(=O)N1CCN(c2c(-c3ccccc3)c3cc(Cl)ccc3[nH]c2=O)CC1. The result is 1 (inhibitor). (4) The result is 0 (non-inhibitor). The molecule is NS(=O)(=O)c1ccc(N=Nc2nc3[nH]c(=O)[nH]c(=O)c3[nH]2)cc1. (5) The compound is CCn1c(CCNC(=O)c2ccc(Cl)cc2Cl)n[nH]c1=S. The result is 0 (non-inhibitor).